Predict the reactants needed to synthesize the given product. From a dataset of Full USPTO retrosynthesis dataset with 1.9M reactions from patents (1976-2016). (1) Given the product [C:19]([O:22][C:23]([NH:1][C@@H:2]([CH2:6][CH2:7][CH2:8][C:9]([O:11][CH3:12])=[O:10])[C:3]([OH:5])=[O:4])=[O:24])([CH3:21])([CH3:20])[CH3:18], predict the reactants needed to synthesize it. The reactants are: [NH2:1][C@@H:2]([CH2:6][CH2:7][CH2:8][C:9]([O:11][CH3:12])=[O:10])[C:3]([OH:5])=[O:4].C([O-])(O)=O.[Na+].[CH3:18][C:19]([O:22][C:23](O[C:23]([O:22][C:19]([CH3:21])([CH3:20])[CH3:18])=[O:24])=[O:24])([CH3:21])[CH3:20]. (2) Given the product [C:24]([O:28][C:29](=[O:35])[NH:30][CH2:31][CH2:32][CH2:33][N:19]1[CH2:20][CH:21]2[O:23][CH:17]([CH2:16][N:15]([CH2:14][CH2:13][O:12][C:11]3[CH:10]=[CH:9][C:6]([C:7]#[N:8])=[CH:5][C:4]=3[F:3])[CH2:22]2)[CH2:18]1)([CH3:27])([CH3:26])[CH3:25], predict the reactants needed to synthesize it. The reactants are: Cl.Cl.[F:3][C:4]1[CH:5]=[C:6]([CH:9]=[CH:10][C:11]=1[O:12][CH2:13][CH2:14][N:15]1[CH2:22][CH:21]2[O:23][CH:17]([CH2:18][NH:19][CH2:20]2)[CH2:16]1)[C:7]#[N:8].[C:24]([O:28][C:29](=[O:35])[NH:30][CH2:31][CH2:32][CH2:33]Br)([CH3:27])([CH3:26])[CH3:25].C(=O)([O-])[O-].[K+].[K+]. (3) Given the product [CH3:1][O:2][C:3]1[CH:8]=[CH:7][C:6]([N+:9]([O-:11])=[O:10])=[CH:5][C:4]=1[O:12][CH2:18][O:17][CH2:16][CH2:15][Si:14]([CH3:21])([CH3:20])[CH3:13], predict the reactants needed to synthesize it. The reactants are: [CH3:1][O:2][C:3]1[CH:8]=[CH:7][C:6]([N+:9]([O-:11])=[O:10])=[CH:5][C:4]=1[OH:12].[CH3:13][Si:14]([CH3:21])([CH3:20])[CH2:15][CH2:16][O:17][CH2:18]Cl.C(N(CC)C(C)C)(C)C. (4) Given the product [Br:1][C:22]1[C:21]([C:23]2[CH:28]=[CH:27][CH:26]=[CH:25][CH:24]=2)=[N:20][N:14]2[C:15]([Si:16]([CH3:19])([CH3:18])[CH3:17])=[C:10]([Cl:9])[CH:11]=[CH:12][C:13]=12, predict the reactants needed to synthesize it. The reactants are: [Br:1]N1C(=O)CCC1=O.[Cl:9][C:10]1[CH:11]=[CH:12][C:13]2[N:14]([N:20]=[C:21]([C:23]3[CH:28]=[CH:27][CH:26]=[CH:25][CH:24]=3)[CH:22]=2)[C:15]=1[Si:16]([CH3:19])([CH3:18])[CH3:17].C(=O)(O)[O-].[Na+]. (5) Given the product [P:10]([OH:47])([OH:42])([O:12][CH2:13][N:14]([C:32]([C:34]1[C:39]([F:40])=[CH:38][CH:37]=[CH:36][C:35]=1[F:41])=[O:33])[C:15]1[CH:16]=[N:17][N:18]([CH2:20][C:21]2[C:26]([C:27]([F:30])([F:28])[F:29])=[CH:25][CH:24]=[CH:23][C:22]=2[F:31])[CH:19]=1)=[O:11], predict the reactants needed to synthesize it. The reactants are: C(O)(=O)C.C([O-])(=O)C.[Na+].[P:10]([O:47]C(C)(C)C)([O:42]C(C)(C)C)([O:12][CH2:13][N:14]([C:32]([C:34]1[C:39]([F:40])=[CH:38][CH:37]=[CH:36][C:35]=1[F:41])=[O:33])[C:15]1[CH:16]=[N:17][N:18]([CH2:20][C:21]2[C:26]([C:27]([F:30])([F:29])[F:28])=[CH:25][CH:24]=[CH:23][C:22]=2[F:31])[CH:19]=1)=[O:11]. (6) Given the product [Br:1][C:2]1[CH:9]=[C:6]([CH2:7][N:12]([CH3:13])[CH3:11])[CH:5]=[N:4][CH:3]=1, predict the reactants needed to synthesize it. The reactants are: [Br:1][C:2]1[CH:3]=[N:4][CH:5]=[C:6]([CH:9]=1)[CH:7]=O.Cl.[CH3:11][NH:12][CH3:13].[BH-](OC(C)=O)(OC(C)=O)OC(C)=O.[Na+]. (7) Given the product [Cl:36][C:6]1[CH:5]=[C:4]([CH:9]=[CH:8][C:7]=1[NH:10][C:11]([N:13]([C:20]1[N:21]([C:29]2[CH:30]=[CH:31][C:32]([Cl:35])=[CH:33][CH:34]=2)[N:22]=[C:23]2[C:28]=1[CH:27]=[CH:26][CH:25]=[CH:24]2)[CH:14]1[CH2:15][CH2:16][CH2:17][CH2:18][CH2:19]1)=[O:12])[C:3]([OH:37])=[O:2], predict the reactants needed to synthesize it. The reactants are: C[O:2][C:3](=[O:37])[C:4]1[CH:9]=[CH:8][C:7]([NH:10][C:11]([N:13]([C:20]2[N:21]([C:29]3[CH:34]=[CH:33][C:32]([Cl:35])=[CH:31][CH:30]=3)[N:22]=[C:23]3[C:28]=2[CH:27]=[CH:26][CH:25]=[CH:24]3)[CH:14]2[CH2:19][CH2:18][CH2:17][CH2:16][CH2:15]2)=[O:12])=[C:6]([Cl:36])[CH:5]=1.[OH-].[Li+]. (8) Given the product [CH2:18]([O:25][C:26](=[O:29])[CH2:27][N:6]1[C:5]2[CH:10]=[CH:11][C:2]([CH3:1])=[CH:3][C:4]=2[O:8][C:7]1=[O:9])[C:19]1[CH:24]=[CH:23][CH:22]=[CH:21][CH:20]=1, predict the reactants needed to synthesize it. The reactants are: [CH3:1][C:2]1[CH:11]=[CH:10][C:5]2[NH:6][C:7](=[O:9])[O:8][C:4]=2[CH:3]=1.C([O-])([O-])=O.[K+].[K+].[CH2:18]([O:25][C:26](=[O:29])[CH2:27]Br)[C:19]1[CH:24]=[CH:23][CH:22]=[CH:21][CH:20]=1.